Dataset: Catalyst prediction with 721,799 reactions and 888 catalyst types from USPTO. Task: Predict which catalyst facilitates the given reaction. (1) Reactant: [Cl:1][C:2]1[C:3]2[NH:10][CH:9]=[CH:8][C:4]=2[N:5]=[CH:6][N:7]=1.[C:11]([O:14][CH2:15][CH2:16][CH2:17][CH2:18][CH2:19]Br)(=[O:13])[CH3:12].C(=O)([O-])[O-].[Cs+].[Cs+].CN(C)C=O. Product: [C:11]([O:14][CH2:15][CH2:16][CH2:17][CH2:18][CH2:19][N:10]1[C:3]2[C:2]([Cl:1])=[N:7][CH:6]=[N:5][C:4]=2[CH:8]=[CH:9]1)(=[O:13])[CH3:12]. The catalyst class is: 6. (2) Reactant: [NH2:1][CH2:2][C:3]1[CH:8]=[CH:7][C:6]([NH:9]/[C:10](=[C:17]2\[C:18](=[O:26])[NH:19][C:20]3[C:25]\2=[CH:24][CH:23]=[CH:22][CH:21]=3)/[C:11]2[CH:16]=[CH:15][CH:14]=[CH:13][CH:12]=2)=[CH:5][CH:4]=1.[C:27](OC(=O)C)(=[O:29])[CH3:28]. Product: [C:27]([NH:1][CH2:2][C:3]1[CH:4]=[CH:5][C:6]([NH:9]/[C:10](=[C:17]2\[C:18](=[O:26])[NH:19][C:20]3[C:25]\2=[CH:24][CH:23]=[CH:22][CH:21]=3)/[C:11]2[CH:16]=[CH:15][CH:14]=[CH:13][CH:12]=2)=[CH:7][CH:8]=1)(=[O:29])[CH3:28]. The catalyst class is: 15.